This data is from Peptide-MHC class II binding affinity with 134,281 pairs from IEDB. The task is: Regression. Given a peptide amino acid sequence and an MHC pseudo amino acid sequence, predict their binding affinity value. This is MHC class II binding data. (1) The peptide sequence is PANDKFTVFEAAFNDAIKE. The MHC is HLA-DQA10501-DQB10201 with pseudo-sequence HLA-DQA10501-DQB10201. The binding affinity (normalized) is 0.594. (2) The peptide sequence is ALSLTFIRSTMSLVM. The binding affinity (normalized) is 0.588. The MHC is DRB1_0401 with pseudo-sequence DRB1_0401. (3) The peptide sequence is AAMGLRISSSFSFGG. The MHC is DRB5_0101 with pseudo-sequence DRB5_0101. The binding affinity (normalized) is 0.428.